This data is from Forward reaction prediction with 1.9M reactions from USPTO patents (1976-2016). The task is: Predict the product of the given reaction. (1) Given the reactants [CH2:1]([NH:3][C:4]([NH:6][C:7]1[S:8][C:9]2[CH:15]=[C:14]([O:16][CH3:17])[CH:13]=[CH:12][C:10]=2[N:11]=1)=[O:5])[CH3:2].[Br:18]Br, predict the reaction product. The product is: [Br:18][C:13]1[C:14]([O:16][CH3:17])=[CH:15][C:9]2[S:8][C:7]([NH:6][C:4]([NH:3][CH2:1][CH3:2])=[O:5])=[N:11][C:10]=2[CH:12]=1. (2) Given the reactants [CH3:1][C:2]1[CH:3]=[C:4]([OH:21])[CH:5]=[CH:6][C:7]=1[N:8]1[C:12]2[CH:13]=[CH:14][CH:15]=[C:16]([C:17]([F:20])([F:19])[F:18])[C:11]=2[N:10]=[CH:9]1.F[C:23]1[CH:28]=[C:27]([S:29]([CH2:32][CH3:33])(=[O:31])=[O:30])[CH:26]=[C:25]([F:34])[CH:24]=1, predict the reaction product. The product is: [CH2:32]([S:29]([C:27]1[CH:28]=[C:23]([CH:24]=[C:25]([F:34])[CH:26]=1)[O:21][C:4]1[CH:5]=[CH:6][C:7]([N:8]2[C:12]3[CH:13]=[CH:14][CH:15]=[C:16]([C:17]([F:20])([F:19])[F:18])[C:11]=3[N:10]=[CH:9]2)=[C:2]([CH3:1])[CH:3]=1)(=[O:30])=[O:31])[CH3:33].